Dataset: Full USPTO retrosynthesis dataset with 1.9M reactions from patents (1976-2016). Task: Predict the reactants needed to synthesize the given product. (1) Given the product [CH3:1][CH:2]([CH3:14])[CH2:3][CH2:4][O:5][C:6]1[N:11]=[CH:10][C:9]([CH2:12][O:13][C:31]([N:27]2[C@H:28]([CH3:30])[CH2:29][NH:24][CH2:25][C@@H:26]2[CH3:34])=[O:32])=[CH:8][CH:7]=1, predict the reactants needed to synthesize it. The reactants are: [CH3:1][CH:2]([CH3:14])[CH2:3][CH2:4][O:5][C:6]1[N:11]=[CH:10][C:9]([CH2:12][OH:13])=[CH:8][CH:7]=1.[H-].[Na+].C(OC([N:24]1[CH2:29][C@@H:28]([CH3:30])[N:27]([C:31](Cl)=[O:32])[C@@H:26]([CH3:34])[CH2:25]1)=O)(C)(C)C. (2) Given the product [F:1][C:2]1[C:44]([C:45]([F:48])([F:46])[F:47])=[N:43][CH:42]=[CH:41][C:3]=1[C:4]([N:6]1[CH2:7][CH2:8][CH:9]([N:12]2[CH2:13][C:14]([CH2:38][C:39]#[N:40])([N:16]3[CH:20]=[C:19]([C:21]4[C:22]5[CH:29]=[CH:28][NH:27][C:23]=5[N:24]=[CH:25][N:26]=4)[CH:18]=[N:17]3)[CH2:15]2)[CH2:10][CH2:11]1)=[O:5], predict the reactants needed to synthesize it. The reactants are: [F:1][C:2]1[C:44]([C:45]([F:48])([F:47])[F:46])=[N:43][CH:42]=[CH:41][C:3]=1[C:4]([N:6]1[CH2:11][CH2:10][CH:9]([N:12]2[CH2:15][C:14]([CH2:38][C:39]#[N:40])([N:16]3[CH:20]=[C:19]([C:21]4[C:22]5[CH:29]=[CH:28][N:27](COCC[Si](C)(C)C)[C:23]=5[N:24]=[CH:25][N:26]=4)[CH:18]=[N:17]3)[CH2:13]2)[CH2:8][CH2:7]1)=[O:5].FC(F)(F)C(O)=O. (3) Given the product [C:2]([C:7]1[O:11][C:10]([CH2:12][N:13]2[CH:17]=[C:16]([NH:18][C:28]([C:26]3[N:27]=[C:23]([CH2:22][CH2:21][O:20][CH3:19])[O:24][C:25]=3[C:31]3[CH:36]=[CH:35][CH:34]=[CH:33][CH:32]=3)=[O:29])[CH:15]=[N:14]2)=[CH:9][CH:8]=1)(=[O:6])[CH3:1], predict the reactants needed to synthesize it. The reactants are: [CH3:1][C:2]1([C:7]2[O:11][C:10]([CH2:12][N:13]3[CH:17]=[C:16]([NH2:18])[CH:15]=[N:14]3)=[CH:9][CH:8]=2)[O:6]CCO1.[CH3:19][O:20][CH2:21][CH2:22][C:23]1[O:24][C:25]([C:31]2[CH:36]=[CH:35][CH:34]=[CH:33][CH:32]=2)=[C:26]([C:28](O)=[O:29])[N:27]=1. (4) Given the product [Br:19][CH2:1][C:2]1[CH:3]=[C:4]2[C:9](=[CH:10][CH:11]=1)[O:8][CH2:7][CH2:6][C:5]2=[O:12], predict the reactants needed to synthesize it. The reactants are: [CH3:1][C:2]1[CH:3]=[C:4]2[C:9](=[CH:10][CH:11]=1)[O:8][CH2:7][CH2:6][C:5]2=[O:12].CC1(C)N([Br:19])C(=O)N(Br)C1=O.N(C(C)(C)C#N)=NC(C)(C)C#N. (5) Given the product [CH:1]1([CH2:4][S:5]([CH:8]2[CH2:9][CH2:10][C:11]([CH2:18][NH:19][C:20](=[O:33])[C:21]3[CH:26]=[CH:25][C:24]([C:27]([F:30])([F:28])[F:29])=[N:23][C:22]=3[S:36]([CH3:40])(=[O:38])=[O:35])([CH2:14][CH:15]3[CH2:16][CH2:17]3)[CH2:12][CH2:13]2)(=[O:6])=[O:45])[CH2:3][CH2:2]1, predict the reactants needed to synthesize it. The reactants are: [CH:1]1([CH2:4][S:5]([CH:8]2[CH2:13][CH2:12][C:11]([CH2:18][NH:19][C:20](=[O:33])[C:21]3[CH:26]=[CH:25][C:24]([C:27]([F:30])([F:29])[F:28])=[N:23][C:22]=3SC)([CH2:14][CH:15]3[CH2:17][CH2:16]3)[CH2:10][CH2:9]2)(=O)=[O:6])[CH2:3][CH2:2]1.O[O:35][S:36]([O-:38])=O.[K+].[C:40](=O)([O-])O.[Na+].[OH2:45]. (6) Given the product [CH3:24][C:8]([NH2:7])([CH3:23])[CH2:9][CH2:10][N:11]1[C:15]([CH3:16])=[CH:14][C:13]([C:17]2[CH:22]=[CH:21][CH:20]=[CH:19][CH:18]=2)=[N:12]1, predict the reactants needed to synthesize it. The reactants are: C(OC(=O)[NH:7][C:8]([CH3:24])([CH3:23])[CH2:9][CH2:10][N:11]1[C:15]([CH3:16])=[CH:14][C:13]([C:17]2[CH:22]=[CH:21][CH:20]=[CH:19][CH:18]=2)=[N:12]1)(C)(C)C. (7) The reactants are: [C:1]1([CH:7]2[CH2:12][C:11]([C:13]3[CH:18]=[CH:17][CH:16]=[CH:15][CH:14]=3)=[N:10][NH:9][C:8]2=[O:19])[CH:6]=[CH:5][CH:4]=[CH:3][CH:2]=1.BrBr. Given the product [C:1]1([C:7]2[C:8](=[O:19])[NH:9][N:10]=[C:11]([C:13]3[CH:14]=[CH:15][CH:16]=[CH:17][CH:18]=3)[CH:12]=2)[CH:2]=[CH:3][CH:4]=[CH:5][CH:6]=1, predict the reactants needed to synthesize it. (8) The reactants are: [NH:1]([C:3]1[N:8]=[CH:7][N:6]=[C:5]2[N:9]([C:12]3[S:13][CH:14]=[CH:15][N:16]=3)[N:10]=[CH:11][C:4]=12)[NH2:2].[CH:17](=O)[C:18]1[CH:23]=[CH:22][N:21]=[CH:20][CH:19]=1.COC1N=C(N2C3=NC=NC(NN=CC4C=CN=CC=4)=C3C=N2)C=CC=1. Given the product [S:13]1[CH:14]=[CH:15][N:16]=[C:12]1[N:9]1[C:5]2=[N:6][CH:7]=[N:8][C:3]([NH:1][N:2]=[CH:17][C:18]3[CH:23]=[CH:22][N:21]=[CH:20][CH:19]=3)=[C:4]2[CH:11]=[N:10]1, predict the reactants needed to synthesize it. (9) Given the product [Br:9][C:6]1[CH:7]=[CH:8][C:3]([CH2:2][Br:10])=[N:4][CH:5]=1, predict the reactants needed to synthesize it. The reactants are: O[CH2:2][C:3]1[CH:8]=[CH:7][C:6]([Br:9])=[CH:5][N:4]=1.[BrH:10].